Dataset: Catalyst prediction with 721,799 reactions and 888 catalyst types from USPTO. Task: Predict which catalyst facilitates the given reaction. Reactant: [CH3:1][O:2][C:3]1[CH:4]=[C:5]([CH:11]2[CH:16]([N+:17]([O-:19])=[O:18])[CH2:15][CH2:14][C:13](=[O:20])[CH2:12]2)[CH:6]=[CH:7][C:8]=1[O:9][CH3:10].C([BH-](C(CC)C)C(CC)C)(CC)C.[K+].OO.P([O-])([O-])([O-])=O. Product: [CH3:1][O:2][C:3]1[CH:4]=[C:5]([CH:11]2[CH:16]([N+:17]([O-:19])=[O:18])[CH2:15][CH2:14][CH:13]([OH:20])[CH2:12]2)[CH:6]=[CH:7][C:8]=1[O:9][CH3:10]. The catalyst class is: 54.